Binary classification across 12 toxicity assays. From a dataset of Tox21: 12 toxicity assays (nuclear receptors and stress response pathways). (1) The compound is F[Sn](c1ccccc1)(c1ccccc1)c1ccccc1. It tested positive (active) for: NR-ER-LBD (Estrogen Receptor Ligand Binding Domain agonist), NR-PPAR-gamma (PPAR-gamma nuclear receptor agonist), SR-ARE (Antioxidant Response Element (oxidative stress)), SR-HSE (Heat Shock Element response), and SR-MMP (Mitochondrial Membrane Potential disruption). (2) The drug is CCC(Cl)C(Cl)C(Cl)CC(Cl)C(Cl)C(C)Cl. It tested positive (active) for: SR-MMP (Mitochondrial Membrane Potential disruption). (3) It tested positive (active) for: NR-AR-LBD (Androgen Receptor Ligand Binding Domain agonist), NR-AhR (Aryl hydrocarbon Receptor agonist activity), NR-ER (Estrogen Receptor agonist activity), SR-ATAD5 (ATAD5 genotoxicity (DNA damage)), SR-MMP (Mitochondrial Membrane Potential disruption), and SR-p53 (p53 tumor suppressor activation). The compound is COC(=O)Nc1nc2cc(Sc3ccccc3)ccc2[nH]1. (4) The compound is CC1=C(/C=C/C(C)=C/C=C/C(C)=C/C(=O)Oc2c(C)c(C)c3c(c2C)CC[C@@](C)(CCC[C@H](C)CCC[C@H](C)CCCC(C)C)O3)C(C)(C)CCC1. It tested positive (active) for: NR-Aromatase (Aromatase enzyme inhibition).